Dataset: Full USPTO retrosynthesis dataset with 1.9M reactions from patents (1976-2016). Task: Predict the reactants needed to synthesize the given product. Given the product [NH2:1][C:4]1[C:5]([OH:19])=[C:6]([C:10]([N:12]2[CH2:13][CH2:14][N:15]([CH3:18])[CH2:16][CH2:17]2)=[O:11])[CH:7]=[CH:8][CH:9]=1, predict the reactants needed to synthesize it. The reactants are: [N+:1]([C:4]1[C:5]([OH:19])=[C:6]([C:10]([N:12]2[CH2:17][CH2:16][N:15]([CH3:18])[CH2:14][CH2:13]2)=[O:11])[CH:7]=[CH:8][CH:9]=1)([O-])=O.